Dataset: Forward reaction prediction with 1.9M reactions from USPTO patents (1976-2016). Task: Predict the product of the given reaction. (1) Given the reactants [F:1][C:2]([F:18])([F:17])[C:3]1[CH:8]=[CH:7][C:6]([C:9]2[CH:14]=[CH:13][C:12]([CH:15]=O)=[CH:11][CH:10]=2)=[CH:5][CH:4]=1.[CH3:19][C:20]([S@:23]([NH2:25])=[O:24])([CH3:22])[CH3:21].ClCCl.C(=O)(O)[O-].[Na+], predict the reaction product. The product is: [CH3:19][C:20]([S@:23](/[N:25]=[CH:15]/[C:12]1[CH:13]=[CH:14][C:9]([C:6]2[CH:7]=[CH:8][C:3]([C:2]([F:18])([F:17])[F:1])=[CH:4][CH:5]=2)=[CH:10][CH:11]=1)=[O:24])([CH3:22])[CH3:21]. (2) Given the reactants [CH3:1][S:2]([O:5][C@H:6]([CH3:30])[CH2:7][N:8]([C:20]([O:22][CH2:23][C:24]1[CH:29]=[CH:28][CH:27]=[CH:26][CH:25]=1)=[O:21])[CH2:9][C@@H:10]([NH:12]C(OC(C)(C)C)=O)[CH3:11])(=[O:4])=[O:3].C(O)(C(F)(F)F)=O.ClC(Cl)C, predict the reaction product. The product is: [CH3:1][S:2]([O:5][C@H:6]([CH3:30])[CH2:7][N:8]([CH2:9][C@@H:10]([NH2:12])[CH3:11])[C:20]([O:22][CH2:23][C:24]1[CH:29]=[CH:28][CH:27]=[CH:26][CH:25]=1)=[O:21])(=[O:4])=[O:3]. (3) Given the reactants [NH2:1][C:2]1[N:3]=[C:4]([C:15]2[C:20]([O:21][CH2:22][C:23]3[CH:28]=[CH:27][CH:26]=[CH:25][CH:24]=3)=[CH:19][CH:18]=[CH:17][C:16]=2[OH:29])[CH:5]=[C:6]2[C:13]=1[CH2:12][N:11]1[CH2:14][CH:7]2[CH2:8][CH2:9][CH2:10]1.[ClH:30], predict the reaction product. The product is: [ClH:30].[NH2:1][C:2]1[N:3]=[C:4]([C:15]2[C:20]([O:21][CH2:22][C:23]3[CH:24]=[CH:25][CH:26]=[CH:27][CH:28]=3)=[CH:19][CH:18]=[CH:17][C:16]=2[OH:29])[CH:5]=[C:6]2[C:13]=1[CH2:12][N:11]1[CH2:14][CH:7]2[CH2:8][CH2:9][CH2:10]1. (4) Given the reactants [Br:1][C:2]1[CH:7]=[CH:6][C:5]([OH:8])=[CH:4][C:3]=1[O:9][CH3:10].C(Cl)Cl.CCN(C(C)C)C(C)C.[C:23]([Si:27](Cl)([CH3:29])[CH3:28])([CH3:26])([CH3:25])[CH3:24], predict the reaction product. The product is: [Br:1][C:2]1[CH:7]=[CH:6][C:5]([O:8][Si:27]([C:23]([CH3:26])([CH3:25])[CH3:24])([CH3:29])[CH3:28])=[CH:4][C:3]=1[O:9][CH3:10]. (5) The product is: [C:14]([N:10]1[CH:11]=[C:12]([CH3:13])[C:7]([C:5]([O:4][CH2:2][CH3:3])=[O:6])=[C:8]([CH3:22])[C:9]1=[O:25])(=[O:23])[C:16]1[CH:21]=[CH:20][CH:19]=[CH:18][CH:17]=1. Given the reactants [Br-].[CH2:2]([O:4][C:5]([C:7]1[C:12]([CH3:13])=[CH:11][N+:10]([CH:14]([C:16]2[CH:21]=[CH:20][CH:19]=[CH:18][CH:17]=2)C)=[CH:9][C:8]=1[CH3:22])=[O:6])[CH3:3].[OH-:23].[Na+].[OH2:25], predict the reaction product.